From a dataset of Reaction yield outcomes from USPTO patents with 853,638 reactions. Predict the reaction yield, written as a fraction of the theoretical maximum amount of product (1.0 means a 100% yield; for example, 0.34 means a 34% yield). (1) The reactants are [C:1]1([S:7]([N:10]2[C:14]3=[N:15][CH:16]=[CH:17][CH:18]=[C:13]3[CH:12]=[C:11]2[C:19](OS(C2C=CC(C)=CC=2)(=O)=O)=[CH:20][CH:21]([CH3:23])[CH3:22])(=[O:9])=[O:8])[CH:6]=[CH:5][CH:4]=[CH:3][CH:2]=1.[CH2:35]([O:37][C:38]1[CH:39]=[C:40](B(O)O)[CH:41]=[CH:42][CH:43]=1)[CH3:36].C(=O)([O-])[O-].[Na+].[Na+]. The catalyst is O1CCOCC1.C(OCC)(=O)C.Cl[Pd](Cl)([P](C1C=CC=CC=1)(C1C=CC=CC=1)C1C=CC=CC=1)[P](C1C=CC=CC=1)(C1C=CC=CC=1)C1C=CC=CC=1. The product is [CH2:35]([O:37][C:38]1[CH:43]=[C:42]([C:19]([C:11]2[N:10]([S:7]([C:1]3[CH:6]=[CH:5][CH:4]=[CH:3][CH:2]=3)(=[O:9])=[O:8])[C:14]3=[N:15][CH:16]=[CH:17][CH:18]=[C:13]3[CH:12]=2)=[CH:20][CH:21]([CH3:22])[CH3:23])[CH:41]=[CH:40][CH:39]=1)[CH3:36]. The yield is 0.810. (2) The reactants are I[CH2:2][CH2:3][S:4][C:5]1[CH:11]=[CH:10][C:9]([N+:12]([O-:14])=[O:13])=[CH:8][C:6]=1[NH2:7].C(=O)([O-])[O-].[K+].[K+]. The catalyst is CN(C=O)C.O. The product is [N+:12]([C:9]1[CH:10]=[CH:11][C:5]2[S:4][CH2:3][CH2:2][NH:7][C:6]=2[CH:8]=1)([O-:14])=[O:13]. The yield is 0.870. (3) The reactants are C([C@@H]1COC(=O)N1C(=O)[C@H]([CH2:19][S:20]([N:23]1[CH2:28][CH2:27][N:26]([C:29]2[N:34]=[CH:33][C:32]([C:35]3[CH:40]=[CH:39][C:38]([F:41])=[CH:37][CH:36]=3)=[CH:31][N:30]=2)[CH2:25][CH2:24]1)(=[O:22])=[O:21])C(C)C)C1C=CC=CC=1.Cl.Cl.FC1C=CC(C2C=NC(N3CCNCC3)=NC=2)=CC=1.[CH3:64][O:65][C:66]([C:68]1(CS(Cl)(=O)=O)[CH2:73][CH2:72][CH2:71][CH2:70][CH2:69]1)=[O:67]. No catalyst specified. The product is [CH3:64][O:65][C:66]([C:68]1([CH2:19][S:20]([N:23]2[CH2:24][CH2:25][N:26]([C:29]3[N:34]=[CH:33][C:32]([C:35]4[CH:36]=[CH:37][C:38]([F:41])=[CH:39][CH:40]=4)=[CH:31][N:30]=3)[CH2:27][CH2:28]2)(=[O:22])=[O:21])[CH2:73][CH2:72][CH2:71][CH2:70][CH2:69]1)=[O:67]. The yield is 0.480. (4) The reactants are [K].[F:2][C:3]([F:18])([S:14]([O-:17])(=[O:16])=[O:15])[CH:4]([F:13])[O:5][C:6]([F:12])([F:11])[C:7]([F:10])([F:9])[F:8].[Br-].[C:20]1([S+:26]([C:33]2[CH:38]=[CH:37][CH:36]=[CH:35][CH:34]=2)[C:27]2[CH:32]=[CH:31][CH:30]=[CH:29][CH:28]=2)[CH:25]=[CH:24][CH:23]=[CH:22][CH:21]=1. The catalyst is O. The product is [C:33]1([S+:26]([C:20]2[CH:21]=[CH:22][CH:23]=[CH:24][CH:25]=2)[C:27]2[CH:32]=[CH:31][CH:30]=[CH:29][CH:28]=2)[CH:34]=[CH:35][CH:36]=[CH:37][CH:38]=1.[F:18][C:3]([F:2])([S:14]([O-:17])(=[O:15])=[O:16])[CH:4]([F:13])[O:5][C:6]([F:11])([F:12])[C:7]([F:8])([F:10])[F:9]. The yield is 0.690. (5) The reactants are Cl[C:2]([F:7])([F:6])C([O-])=O.[Na+].Br.[CH3:10][C:11]1[CH:15]=[C:14]([C:16]2[CH:17]=[CH:18][C:19]3[N:20]([C:22]([CH2:25][O:26][C:27]4[C:36]5[C:31](=[CH:32][C:33]([OH:37])=[CH:34][CH:35]=5)[N:30]=[CH:29][CH:28]=4)=[N:23][N:24]=3)[CH:21]=2)[O:13][N:12]=1.C(=O)([O-])[O-].[Cs+].[Cs+].CN(C=O)C. The catalyst is C(O)=O. The product is [F:7][CH:2]([F:6])[O:37][C:33]1[CH:32]=[C:31]2[C:36]([C:27]([O:26][CH2:25][C:22]3[N:20]4[CH:21]=[C:16]([C:14]5[O:13][N:12]=[C:11]([CH3:10])[CH:15]=5)[CH:17]=[CH:18][C:19]4=[N:24][N:23]=3)=[CH:28][CH:29]=[N:30]2)=[CH:35][CH:34]=1. The yield is 0.130.